This data is from Blood-brain barrier permeability classification from the B3DB database. The task is: Regression/Classification. Given a drug SMILES string, predict its absorption, distribution, metabolism, or excretion properties. Task type varies by dataset: regression for continuous measurements (e.g., permeability, clearance, half-life) or binary classification for categorical outcomes (e.g., BBB penetration, CYP inhibition). Dataset: b3db_classification. (1) The molecule is CC(=C(CCO)SSCC1CCCO1)N(C=O)Cc1cnc(C)nc1N. The result is 1 (penetrates BBB). (2) The molecule is O=C1CN=C(c2ccccc2)c2cc([N+](=O)[O-])ccc2N1. The result is 1 (penetrates BBB). (3) The molecule is Nc1ccn(C2OC(CO)C(O)C2O)c(=O)n1. The result is 1 (penetrates BBB). (4) The drug is FC(F)(F)C(Cl)Br. The result is 1 (penetrates BBB). (5) The compound is Cc1ccc(S[C@H](C)C(=O)NCCCc2ccc(OC(C)C)cc2)cc1. The result is 1 (penetrates BBB). (6) The compound is CCC1NC(=O)C(NC(=O)c2ncccc2O)C(C)OC(=O)C(c2ccccc2)NC(=O)C2CC(=O)CCN2C(=O)C(Cc2ccc(N(C)C)cc2)N(C)C(=O)C2CCCN2C1=O. The result is 0 (does not penetrate BBB). (7) The molecule is COC1(F)C(F)(F)C1(F)Cl. The result is 1 (penetrates BBB). (8) The result is 0 (does not penetrate BBB). The compound is CC(=O)C1=C(O)C2(O)C(=O)c3c(c(C)c4ccc(C)c(O)c4c3O)CC2C(N)C1=O. (9) The compound is CCCCCN=C(N)N/N=C\c1c[nH]c2ccc(OC)cc12. The result is 0 (does not penetrate BBB). (10) The drug is [Li]. The result is 1 (penetrates BBB).